Dataset: NCI-60 drug combinations with 297,098 pairs across 59 cell lines. Task: Regression. Given two drug SMILES strings and cell line genomic features, predict the synergy score measuring deviation from expected non-interaction effect. (1) Drug 1: C1=CC(=C2C(=C1NCCNCCO)C(=O)C3=C(C=CC(=C3C2=O)O)O)NCCNCCO. Drug 2: CC1CCC2CC(C(=CC=CC=CC(CC(C(=O)C(C(C(=CC(C(=O)CC(OC(=O)C3CCCCN3C(=O)C(=O)C1(O2)O)C(C)CC4CCC(C(C4)OC)OCCO)C)C)O)OC)C)C)C)OC. Cell line: PC-3. Synergy scores: CSS=42.5, Synergy_ZIP=0.333, Synergy_Bliss=-0.120, Synergy_Loewe=8.02, Synergy_HSA=9.23. (2) Drug 1: CN(CCCl)CCCl.Cl. Drug 2: COCCOC1=C(C=C2C(=C1)C(=NC=N2)NC3=CC=CC(=C3)C#C)OCCOC.Cl. Cell line: SK-MEL-28. Synergy scores: CSS=4.88, Synergy_ZIP=-1.31, Synergy_Bliss=0.635, Synergy_Loewe=-3.85, Synergy_HSA=-0.822. (3) Drug 1: CC(C1=C(C=CC(=C1Cl)F)Cl)OC2=C(N=CC(=C2)C3=CN(N=C3)C4CCNCC4)N. Drug 2: B(C(CC(C)C)NC(=O)C(CC1=CC=CC=C1)NC(=O)C2=NC=CN=C2)(O)O. Cell line: UACC-257. Synergy scores: CSS=1.73, Synergy_ZIP=0.209, Synergy_Bliss=-0.835, Synergy_Loewe=-1.40, Synergy_HSA=-1.88. (4) Drug 1: C1=CC(=CC=C1CC(C(=O)O)N)N(CCCl)CCCl.Cl. Drug 2: CC1CCC2CC(C(=CC=CC=CC(CC(C(=O)C(C(C(=CC(C(=O)CC(OC(=O)C3CCCCN3C(=O)C(=O)C1(O2)O)C(C)CC4CCC(C(C4)OC)OCCO)C)C)O)OC)C)C)C)OC. Cell line: SK-OV-3. Synergy scores: CSS=30.1, Synergy_ZIP=0.538, Synergy_Bliss=0.838, Synergy_Loewe=-3.76, Synergy_HSA=2.63.